Dataset: Catalyst prediction with 721,799 reactions and 888 catalyst types from USPTO. Task: Predict which catalyst facilitates the given reaction. (1) Reactant: [F:1][C:2]1[CH:26]=[CH:25][C:5]([CH2:6][N:7]2[CH2:16][CH2:15][C:14]3[C:9](=[C:10]([O:22][CH3:23])[C:11](=[O:21])[N:12]([CH3:20])[C:13]=3[C:17](O)=[O:18])[C:8]2=[O:24])=[CH:4][CH:3]=1.F[P-](F)(F)(F)(F)F.N1(O[P+](N(C)C)(N(C)C)[N:45]([CH3:47])[CH3:46])C2C=CC=CC=2N=N1.CNC. The catalyst class is: 3. Product: [F:1][C:2]1[CH:26]=[CH:25][C:5]([CH2:6][N:7]2[CH2:16][CH2:15][C:14]3[C:9](=[C:10]([O:22][CH3:23])[C:11](=[O:21])[N:12]([CH3:20])[C:13]=3[C:17]([N:45]([CH3:47])[CH3:46])=[O:18])[C:8]2=[O:24])=[CH:4][CH:3]=1. (2) Reactant: C(OC([N:8]1[CH2:13][CH2:12][N:11]([CH:14]2[CH2:19][CH2:18][N:17]([C:20](=[O:35])[C:21]3[CH:26]=[C:25]([C:27]([F:30])([F:29])[F:28])[CH:24]=[C:23]([C:31]([F:34])([F:33])[F:32])[CH:22]=3)[CH2:16][CH:15]2[C:36]2[CH:41]=[CH:40][CH:39]=[CH:38][CH:37]=2)[CH2:10][CH2:9]1)=O)(C)(C)C.N[CH2:43][CH2:44][OH:45]. Product: [F:30][C:27]([F:28])([F:29])[C:25]1[CH:26]=[C:21]([C:20]([N:17]2[CH2:18][CH2:19][CH:14]([N:11]3[CH2:12][CH2:13][N:8]([CH2:43][CH2:44][OH:45])[CH2:9][CH2:10]3)[CH:15]([C:36]3[CH:37]=[CH:38][CH:39]=[CH:40][CH:41]=3)[CH2:16]2)=[O:35])[CH:22]=[C:23]([C:31]([F:33])([F:34])[F:32])[CH:24]=1. The catalyst class is: 22. (3) Reactant: [H-].[Na+].[NH:3]1[C:11]2[C:6](=[CH:7][CH:8]=[CH:9][CH:10]=2)[C:5]([C:12]([OH:14])=[O:13])=[CH:4]1.Cl[CH2:16][O:17][C:18](=[O:23])[C:19]([CH3:22])([CH3:21])[CH3:20].O. Product: [CH3:20][C:19]([CH3:22])([CH3:21])[C:18]([O:17][CH2:16][N:3]1[C:11]2[C:6](=[CH:7][CH:8]=[CH:9][CH:10]=2)[C:5]([C:12]([OH:14])=[O:13])=[CH:4]1)=[O:23]. The catalyst class is: 9. (4) Reactant: [NH2:1][C:2]1[S:6][N:5]=[C:4]([CH2:7][N:8]([CH3:16])[C:9]([C@H:11]2[CH2:15][CH2:14][CH2:13][O:12]2)=[O:10])[N:3]=1.N1C=CC=CC=1.Cl[C:24]([O:26][C:27]1[CH:32]=[CH:31][CH:30]=[CH:29][CH:28]=1)=[O:25]. Product: [C:27]1([O:26][C:24](=[O:25])[NH:1][C:2]2[S:6][N:5]=[C:4]([CH2:7][N:8]([CH3:16])[C:9]([C@H:11]3[CH2:15][CH2:14][CH2:13][O:12]3)=[O:10])[N:3]=2)[CH:32]=[CH:31][CH:30]=[CH:29][CH:28]=1. The catalyst class is: 2. (5) Reactant: [H-].[Na+].[N+:3]([C:6]1[CH:7]=[C:8]([C:16]2[C:17]([C:21]#[N:22])=[CH:18][NH:19][CH:20]=2)[CH:9]=[C:10]([C:12]([F:15])([F:14])[F:13])[CH:11]=1)([O-:5])=[O:4].Br[CH2:24][C:25]([O:27][CH3:28])=[O:26].O. Product: [CH3:28][O:27][C:25](=[O:26])[CH2:24][N:19]1[CH:20]=[C:16]([C:8]2[CH:9]=[C:10]([C:12]([F:13])([F:14])[F:15])[CH:11]=[C:6]([N+:3]([O-:5])=[O:4])[CH:7]=2)[C:17]([C:21]#[N:22])=[CH:18]1. The catalyst class is: 3. (6) Reactant: [C:1]([CH2:3][CH2:4][C:5]([O:7][CH3:8])=[O:6])#[N:2].C[Si]([N:13]=[N+:14]=[N-:15])(C)C.C([Sn](=O)CCCC)CCC. Product: [CH3:8][O:7][C:5](=[O:6])[CH2:4][CH2:3][C:1]1[N:2]=[N:13][NH:14][N:15]=1. The catalyst class is: 11. (7) Reactant: [F:1][C:2]([F:15])([F:14])[C:3]1[N:8]=[CH:7][C:6]([C:9](OCC)=[O:10])=[CH:5][N:4]=1.CC(C[AlH]CC(C)C)C. Product: [F:15][C:2]([F:1])([F:14])[C:3]1[N:4]=[CH:5][C:6]([CH:9]=[O:10])=[CH:7][N:8]=1. The catalyst class is: 11. (8) Reactant: [Cl:1][C:2]1[C:3]2[CH:13]=[CH:12][CH:11]=[CH:10][C:4]=2[S:5][C:6]=1[C:7]([OH:9])=O.C(Cl)(=O)C(Cl)=O.[F:20][C:21]1[CH:27]=[C:26]([N+:28]([O-:30])=[O:29])[CH:25]=[CH:24][C:22]=1[NH2:23]. Product: [Cl:1][C:2]1[C:3]2[CH:13]=[CH:12][CH:11]=[CH:10][C:4]=2[S:5][C:6]=1[C:7]([NH:23][C:22]1[CH:24]=[CH:25][C:26]([N+:28]([O-:30])=[O:29])=[CH:27][C:21]=1[F:20])=[O:9]. The catalyst class is: 3. (9) Reactant: [Si]([O:8][CH2:9][C@@H:10]([NH:18][C:19]1[C:20]2[CH2:28][N:27]([C:29]3[CH:36]=[CH:35][C:34]([CH3:37])=[CH:33][C:30]=3[C:31]#[N:32])[CH2:26][CH2:25][C:21]=2[N:22]=[CH:23][N:24]=1)[C:11]1[CH:12]=[N:13][C:14]([CH3:17])=[N:15][CH:16]=1)(C(C)(C)C)(C)C.CCCC[N+](CCCC)(CCCC)CCCC.[F-].O.CCOC(C)=O. Product: [OH:8][CH2:9][C@@H:10]([NH:18][C:19]1[C:20]2[CH2:28][N:27]([C:29]3[CH:36]=[CH:35][C:34]([CH3:37])=[CH:33][C:30]=3[C:31]#[N:32])[CH2:26][CH2:25][C:21]=2[N:22]=[CH:23][N:24]=1)[C:11]1[CH:16]=[N:15][C:14]([CH3:17])=[N:13][CH:12]=1. The catalyst class is: 1.